From a dataset of Forward reaction prediction with 1.9M reactions from USPTO patents (1976-2016). Predict the product of the given reaction. Given the reactants Cl.Cl.[CH2:3]([N:5]([CH2:20][CH3:21])[C:6]([CH:8]1[CH2:13][CH2:12][CH2:11][N:10]([CH:14]2[CH2:19][CH2:18][NH:17][CH2:16][CH2:15]2)[CH2:9]1)=[O:7])[CH3:4].[C:22]([O:26][C:27]([NH:29][C:30]1[S:31][C:32]([C:38]2[CH:43]=[CH:42][CH:41]=[CH:40][CH:39]=2)=[CH:33][C:34]=1[C:35](O)=[O:36])=[O:28])([CH3:25])([CH3:24])[CH3:23], predict the reaction product. The product is: [C:22]([O:26][C:27](=[O:28])[NH:29][C:30]1[S:31][C:32]([C:38]2[CH:39]=[CH:40][CH:41]=[CH:42][CH:43]=2)=[CH:33][C:34]=1[C:35]([N:17]1[CH2:16][CH2:15][CH:14]([N:10]2[CH2:11][CH2:12][CH2:13][CH:8]([C:6]([N:5]([CH2:3][CH3:4])[CH2:20][CH3:21])=[O:7])[CH2:9]2)[CH2:19][CH2:18]1)=[O:36])([CH3:25])([CH3:23])[CH3:24].